Dataset: Forward reaction prediction with 1.9M reactions from USPTO patents (1976-2016). Task: Predict the product of the given reaction. (1) Given the reactants [N:1]1([CH2:6][C:7]2[CH:23]=[CH:22][C:10]([CH2:11][N:12]3[CH:20]=[C:19]4[C:14]([N:15]=[CH:16][N:17]=[C:18]4Cl)=[N:13]3)=[CH:9][CH:8]=2)[CH:5]=[CH:4][CH:3]=[N:2]1.[NH2:24][CH2:25][C:26]1[C:34]2[O:33][C:32](=[O:35])[NH:31][C:30]=2[CH:29]=[C:28]([Cl:36])[CH:27]=1.CCN(C(C)C)C(C)C, predict the reaction product. The product is: [N:1]1([CH2:6][C:7]2[CH:23]=[CH:22][C:10]([CH2:11][N:12]3[CH:20]=[C:19]4[C:14]([N:15]=[CH:16][N:17]=[C:18]4[NH:24][CH2:25][C:26]4[C:34]5[O:33][C:32](=[O:35])[NH:31][C:30]=5[CH:29]=[C:28]([Cl:36])[CH:27]=4)=[N:13]3)=[CH:9][CH:8]=2)[CH:5]=[CH:4][CH:3]=[N:2]1. (2) Given the reactants [NH2:1][C:2]1[CH:3]=[C:4]([CH:9]=[CH:10][C:11]=1[O:12][CH3:13])[C:5]([O:7][CH3:8])=[O:6].C1C=CC2N(O)N=NC=2C=1.[CH2:24]([O:42][CH:43]1[CH:48]([O:49][CH2:50][CH2:51][CH2:52][CH2:53][CH2:54][CH2:55][CH2:56][CH2:57][CH2:58][CH2:59][CH2:60][CH2:61][CH2:62][CH2:63][CH2:64][CH2:65][CH2:66][CH3:67])[CH:47]([O:68][CH2:69][CH2:70][CH2:71][CH2:72][CH2:73][CH2:74][CH2:75][CH2:76][CH2:77][CH2:78][CH2:79][CH2:80][CH2:81][CH2:82][CH2:83][CH2:84][CH2:85][CH3:86])[CH2:46][CH:45]([C:87](O)=[O:88])[CH2:44]1)[CH2:25][CH2:26][CH2:27][CH2:28][CH2:29][CH2:30][CH2:31][CH2:32][CH2:33][CH2:34][CH2:35][CH2:36][CH2:37][CH2:38][CH2:39][CH2:40][CH3:41].CCN=C=NCCCN(C)C.Cl, predict the reaction product. The product is: [CH3:13][O:12][C:11]1[CH:10]=[CH:9][C:4]([C:5]([O:7][CH3:8])=[O:6])=[CH:3][C:2]=1[NH:1][C:87]([CH:45]1[CH2:46][CH:47]([O:68][CH2:69][CH2:70][CH2:71][CH2:72][CH2:73][CH2:74][CH2:75][CH2:76][CH2:77][CH2:78][CH2:79][CH2:80][CH2:81][CH2:82][CH2:83][CH2:84][CH2:85][CH3:86])[CH:48]([O:49][CH2:50][CH2:51][CH2:52][CH2:53][CH2:54][CH2:55][CH2:56][CH2:57][CH2:58][CH2:59][CH2:60][CH2:61][CH2:62][CH2:63][CH2:64][CH2:65][CH2:66][CH3:67])[CH:43]([O:42][CH2:24][CH2:25][CH2:26][CH2:27][CH2:28][CH2:29][CH2:30][CH2:31][CH2:32][CH2:33][CH2:34][CH2:35][CH2:36][CH2:37][CH2:38][CH2:39][CH2:40][CH3:41])[CH2:44]1)=[O:88]. (3) Given the reactants [C:1]([C:5]1[CH:10]=[CH:9][C:8]([C:11]2[CH:12]=[CH:13][C:14]([O:30]C)=[C:15]3[C:20]=2[C:19]([CH2:21][CH:22]2[CH2:26][CH2:25][CH2:24][CH2:23]2)=[N:18][C:17]([C:27]([OH:29])=[O:28])=[CH:16]3)=[CH:7][CH:6]=1)([CH3:4])([CH3:3])[CH3:2].C(OCC)(=O)C, predict the reaction product. The product is: [C:1]([C:5]1[CH:6]=[CH:7][C:8]([C:11]2[CH:12]=[CH:13][C:14]([OH:30])=[C:15]3[C:20]=2[C:19]([CH2:21][CH:22]2[CH2:23][CH2:24][CH2:25][CH2:26]2)=[N:18][C:17]([C:27]([OH:29])=[O:28])=[CH:16]3)=[CH:9][CH:10]=1)([CH3:4])([CH3:2])[CH3:3]. (4) Given the reactants [OH:1][C:2]1[CH:3]=[C:4]([SH:8])[CH:5]=[CH:6][CH:7]=1.[C:9](=O)([O-])[O-].[K+].[K+].IC, predict the reaction product. The product is: [CH3:9][S:8][C:4]1[CH:3]=[C:2]([OH:1])[CH:7]=[CH:6][CH:5]=1. (5) Given the reactants [C:1]1([C@@H:7]2[CH2:13][C@@H:12]3[C@H:8]2[CH2:9][NH:10][CH2:11]3)[CH:6]=[CH:5][CH:4]=[CH:3][CH:2]=1.C(N(CC)CC)C.[C:21](O[C:21](=[O:24])[CH2:22][CH3:23])(=[O:24])[CH2:22][CH3:23].N, predict the reaction product. The product is: [C:1]1([C@@H:7]2[CH2:13][C@@H:12]3[C@H:8]2[CH2:9][N:10]([C:21](=[O:24])[CH2:22][CH3:23])[CH2:11]3)[CH:2]=[CH:3][CH:4]=[CH:5][CH:6]=1. (6) Given the reactants [CH2:1]([O:5][C:6]([CH3:9])([CH3:8])[CH3:7])[CH:2]1[O:4][CH2:3]1.[Cl:10][C:11]1[CH:16]=[C:15]([NH2:17])[CH:14]=[CH:13][C:12]=1[NH:18][C:19](=[O:30])[C@:20]([O:26][C:27](=[O:29])[CH3:28])([CH3:25])[C:21]([F:24])([F:23])[F:22], predict the reaction product. The product is: [Cl:10][C:11]1[CH:16]=[C:15]([NH:17][CH2:3][CH:2]([OH:4])[CH2:1][O:5][C:6]([CH3:9])([CH3:8])[CH3:7])[CH:14]=[CH:13][C:12]=1[NH:18][C:19](=[O:30])[C@:20]([O:26][C:27](=[O:29])[CH3:28])([CH3:25])[C:21]([F:24])([F:23])[F:22]. (7) Given the reactants [NH:1](C(OC(C)(C)C)=O)[C@H:2]([C:5]([OH:7])=[O:6])[CH2:3][NH2:4].[N:15]1[CH:20]=[CH:19][CH:18]=[CH:17][C:16]=1[CH2:21][CH2:22][NH2:23].[F:24][C:25]([F:30])([F:29])[C:26]([OH:28])=[O:27], predict the reaction product. The product is: [NH2:1][C@H:2]([C:5]([OH:7])=[O:6])[CH2:3][NH2:4].[OH:28][C:26]([C:25]([F:30])([F:29])[F:24])=[O:27].[N:15]1[CH:20]=[CH:19][CH:18]=[CH:17][C:16]=1[CH2:21][CH2:22][NH2:23].